The task is: Regression. Given two drug SMILES strings and cell line genomic features, predict the synergy score measuring deviation from expected non-interaction effect.. This data is from NCI-60 drug combinations with 297,098 pairs across 59 cell lines. (1) Drug 1: CC1CCC2CC(C(=CC=CC=CC(CC(C(=O)C(C(C(=CC(C(=O)CC(OC(=O)C3CCCCN3C(=O)C(=O)C1(O2)O)C(C)CC4CCC(C(C4)OC)OCCO)C)C)O)OC)C)C)C)OC. Drug 2: CC1C(C(CC(O1)OC2CC(CC3=C2C(=C4C(=C3O)C(=O)C5=CC=CC=C5C4=O)O)(C(=O)C)O)N)O. Cell line: CCRF-CEM. Synergy scores: CSS=43.8, Synergy_ZIP=-3.75, Synergy_Bliss=-5.17, Synergy_Loewe=1.54, Synergy_HSA=2.15. (2) Drug 1: CC1=C2C(C(=O)C3(C(CC4C(C3C(C(C2(C)C)(CC1OC(=O)C(C(C5=CC=CC=C5)NC(=O)OC(C)(C)C)O)O)OC(=O)C6=CC=CC=C6)(CO4)OC(=O)C)OC)C)OC. Drug 2: C#CCC(CC1=CN=C2C(=N1)C(=NC(=N2)N)N)C3=CC=C(C=C3)C(=O)NC(CCC(=O)O)C(=O)O. Cell line: A498. Synergy scores: CSS=25.6, Synergy_ZIP=-2.49, Synergy_Bliss=-4.25, Synergy_Loewe=-4.33, Synergy_HSA=-2.85.